The task is: Predict the reactants needed to synthesize the given product.. This data is from Full USPTO retrosynthesis dataset with 1.9M reactions from patents (1976-2016). (1) Given the product [F:8][C:6]1[CH:5]=[C:4]([N:9]2[C:13]3=[N:14][CH:15]=[CH:16][CH:17]=[C:12]3[C:11]([C:18]([O:20][CH3:21])=[O:19])=[N:10]2)[CH:3]=[C:2]([C:23]#[C:22][C@:24]2([OH:31])[CH2:28][CH2:27][N:26]([CH3:29])[C:25]2=[O:30])[CH:7]=1, predict the reactants needed to synthesize it. The reactants are: Br[C:2]1[CH:3]=[C:4]([N:9]2[C:13]3=[N:14][CH:15]=[CH:16][CH:17]=[C:12]3[C:11]([C:18]([O:20][CH3:21])=[O:19])=[N:10]2)[CH:5]=[C:6]([F:8])[CH:7]=1.[C:22]([C@:24]1([OH:31])[CH2:28][CH2:27][N:26]([CH3:29])[C:25]1=[O:30])#[CH:23]. (2) Given the product [O:14]=[C:11]1[CH2:12][CH2:13][CH:8]([NH:7][S:2]([CH3:1])(=[O:4])=[O:3])[CH2:9][CH2:10]1, predict the reactants needed to synthesize it. The reactants are: [CH3:1][S:2](Cl)(=[O:4])=[O:3].Cl.[NH2:7][CH:8]1[CH2:13][CH2:12][C:11](=[O:14])[CH2:10][CH2:9]1.C([O-])([O-])=O.[K+].[K+]. (3) Given the product [C:1]([C:5]1[CH:11]=[C:10]([O:12][CH2:13][CH:15]2[CH2:16][O:17]2)[CH:9]=[CH:8][C:6]=1[O:7][CH2:22][CH:23]1[CH2:26][O:25]1)([CH3:4])([CH3:2])[CH3:3], predict the reactants needed to synthesize it. The reactants are: [C:1]([C:5]1[CH:11]=[C:10]([OH:12])[CH:9]=[CH:8][C:6]=1[OH:7])([CH3:4])([CH3:3])[CH3:2].[CH2:13]([CH:15]1[O:17][CH2:16]1)Cl.O.[OH-].[Na+].C[CH2:22][CH:23]([O:25][CH3:26])O. (4) Given the product [Cl:1][C:2]1[CH:3]=[C:4]([NH:9][C:10]([N:59]2[CH2:60][CH2:61][N:56]3[N:55]=[CH:54][C:53]([N:50]4[CH2:51][CH2:52][CH:48]([O:47][CH3:46])[CH2:49]4)=[C:57]3[CH2:58]2)=[O:18])[CH:5]=[CH:6][C:7]=1[F:8], predict the reactants needed to synthesize it. The reactants are: [Cl:1][C:2]1[CH:3]=[C:4]([NH:9][C:10](=[O:18])OC2C=CC=CC=2)[CH:5]=[CH:6][C:7]=1[F:8].ClC1N=C(NC(N2CCN3N=CC(C4C=CC(F)=CC=4)=C3C2)=O)C=CC=1F.[CH3:46][O:47][CH:48]1[CH2:52][CH2:51][N:50]([C:53]2[CH:54]=[N:55][N:56]3[CH2:61][CH2:60][NH:59][CH2:58][C:57]=23)[CH2:49]1.FC1C=CC(C2C=NN3CCNCC=23)=CC=1. (5) The reactants are: Cl.[NH2:2]O.C([O-])=O.[Na+].[CH2:8]([O:10][C:11]([C:13]1[S:17][C:16]([C:18]2[CH:23]=[CH:22][C:21]([OH:24])=[C:20]([CH:25]=O)[CH:19]=2)=[N:15][C:14]=1[CH3:27])=[O:12])[CH3:9].O. Given the product [CH2:8]([O:10][C:11]([C:13]1[S:17][C:16]([C:18]2[CH:23]=[CH:22][C:21]([OH:24])=[C:20]([C:25]#[N:2])[CH:19]=2)=[N:15][C:14]=1[CH3:27])=[O:12])[CH3:9], predict the reactants needed to synthesize it. (6) Given the product [Cl:18][C:6]1[C:5]2[C:10](=[CH:11][C:12]([O:13][CH3:14])=[C:3]([O:2][CH3:1])[CH:4]=2)[N:9]=[CH:8][N:7]=1, predict the reactants needed to synthesize it. The reactants are: [CH3:1][O:2][C:3]1[CH:4]=[C:5]2[C:10](=[CH:11][C:12]=1[O:13][CH3:14])[N:9]=[CH:8][N:7]=[C:6]2O.P(Cl)(Cl)([Cl:18])=O.C(NC(C)C)(C)C. (7) Given the product [C:7]1([CH2:13][O:14][C:15]2[CH:26]=[CH:25][C:18]3[CH2:19][NH:20][CH2:21][CH2:22][O:23][C:17]=3[CH:16]=2)[CH:8]=[CH:9][CH:10]=[CH:11][CH:12]=1, predict the reactants needed to synthesize it. The reactants are: [H-].[Al+3].[Li+].[H-].[H-].[H-].[C:7]1([CH2:13][O:14][C:15]2[CH:26]=[CH:25][C:18]3[C:19](=O)[NH:20][CH2:21][CH2:22][O:23][C:17]=3[CH:16]=2)[CH:12]=[CH:11][CH:10]=[CH:9][CH:8]=1.